Dataset: CYP3A4 inhibition data for predicting drug metabolism from PubChem BioAssay. Task: Regression/Classification. Given a drug SMILES string, predict its absorption, distribution, metabolism, or excretion properties. Task type varies by dataset: regression for continuous measurements (e.g., permeability, clearance, half-life) or binary classification for categorical outcomes (e.g., BBB penetration, CYP inhibition). Dataset: cyp3a4_veith. (1) The drug is O=C(c1ccc(Cl)c(Cl)c1)c1cc(-c2ccccn2)c(N2CCOCC2)s1. The result is 1 (inhibitor). (2) The molecule is O=C(NCCN1CCOCC1)c1csc2c1CCCCC2. The result is 0 (non-inhibitor).